This data is from Full USPTO retrosynthesis dataset with 1.9M reactions from patents (1976-2016). The task is: Predict the reactants needed to synthesize the given product. (1) Given the product [CH2:30]([O:37][CH2:38][C@@H:39]([NH:41][C:21](=[O:23])[C:20]1[CH:24]=[CH:25][C:17]([C:8]2[C:7]3[CH:26]=[C:27]([O:28][CH3:29])[C:4]([O:3][CH2:1][CH3:2])=[CH:5][C:6]=3[C@@H:15]3[C@@H:10]([CH2:11][CH2:12][N:13]([CH3:16])[CH2:14]3)[N:9]=2)=[CH:18][CH:19]=1)[CH3:40])[C:31]1[CH:36]=[CH:35][CH:34]=[CH:33][CH:32]=1, predict the reactants needed to synthesize it. The reactants are: [CH2:1]([O:3][C:4]1[C:27]([O:28][CH3:29])=[CH:26][C:7]2[C:8]([C:17]3[CH:25]=[CH:24][C:20]([C:21]([OH:23])=O)=[CH:19][CH:18]=3)=[N:9][C@H:10]3[C@@H:15]([C:6]=2[CH:5]=1)[CH2:14][N:13]([CH3:16])[CH2:12][CH2:11]3)[CH3:2].[CH2:30]([O:37][CH2:38][C@@H:39]([NH2:41])[CH3:40])[C:31]1[CH:36]=[CH:35][CH:34]=[CH:33][CH:32]=1. (2) Given the product [ClH:30].[NH2:21][C@H:18]1[CH2:19][CH2:20][N:16]([C@H:7]([C:8]([N:10]2[CH2:11][CH2:12][O:13][CH2:14][CH2:15]2)=[O:9])[CH2:6][CH2:5][S:2]([CH3:1])(=[O:4])=[O:3])[C:17]1=[O:29], predict the reactants needed to synthesize it. The reactants are: [CH3:1][S:2]([CH2:5][CH2:6][C@H:7]([N:16]1[CH2:20][CH2:19][C@H:18]([NH:21]C(=O)OC(C)(C)C)[C:17]1=[O:29])[C:8]([N:10]1[CH2:15][CH2:14][O:13][CH2:12][CH2:11]1)=[O:9])(=[O:4])=[O:3].[ClH:30].N[C@H]1CCN([C@@H](COC)C(N2CCOCC2)=O)C1=O. (3) The reactants are: [C:1]([C:3]1[C:4]([O:35]C)=[N:5][N:6]([C:29]2[CH:34]=[CH:33][CH:32]=[CH:31][CH:30]=2)[C:7]=1[NH:8][C:9]([NH:11][C@H:12]1[C@H:16]([C:17]2[CH:22]=[CH:21][C:20]([F:23])=[C:19]([F:24])[CH:18]=2)[CH2:15][N:14]([CH2:25][CH2:26][O:27][CH3:28])[CH2:13]1)=[O:10])#[N:2].Cl.[OH-].[Na+]. Given the product [C:1]([C:3]1[C:4](=[O:35])[NH:5][N:6]([C:29]2[CH:34]=[CH:33][CH:32]=[CH:31][CH:30]=2)[C:7]=1[NH:8][C:9]([NH:11][C@H:12]1[C@H:16]([C:17]2[CH:22]=[CH:21][C:20]([F:23])=[C:19]([F:24])[CH:18]=2)[CH2:15][N:14]([CH2:25][CH2:26][O:27][CH3:28])[CH2:13]1)=[O:10])#[N:2], predict the reactants needed to synthesize it. (4) Given the product [NH2:18][C:4]1[C:3]([N+:14]([O-:16])=[O:15])=[C:2]([Br:1])[CH:11]=[C:10]([F:12])[C:5]=1[C:6]([O:8][CH3:9])=[O:7], predict the reactants needed to synthesize it. The reactants are: [Br:1][C:2]1[CH:11]=[C:10]([F:12])[C:5]([C:6]([O:8][CH3:9])=[O:7])=[C:4](F)[C:3]=1[N+:14]([O-:16])=[O:15].[OH-].[NH4+:18]. (5) Given the product [Cl:31][C:25]1[CH:26]=[C:27]([F:30])[CH:28]=[CH:29][C:24]=1[N:23]1[C:22]2[CH2:21][CH2:20][N:19]([N:32]3[CH2:37][CH2:36][CH2:35][CH2:34][CH2:33]3)[C:18](=[O:38])[C:17]=2[C:16]([CH3:39])=[C:15]1[C:12]1[CH:11]=[CH:10][C:9]([OH:8])=[CH:14][CH:13]=1, predict the reactants needed to synthesize it. The reactants are: [Si]([O:8][C:9]1[CH:14]=[CH:13][C:12]([C:15]2[N:23]([C:24]3[CH:29]=[CH:28][C:27]([F:30])=[CH:26][C:25]=3[Cl:31])[C:22]3[CH2:21][CH2:20][N:19]([N:32]4[CH2:37][CH2:36][CH2:35][CH2:34][CH2:33]4)[C:18](=[O:38])[C:17]=3[C:16]=2[CH3:39])=[CH:11][CH:10]=1)(C(C)(C)C)(C)C.CCCC[N+](CCCC)(CCCC)CCCC.[F-]. (6) Given the product [CH2:1]([O:8][C:9](=[O:15])[NH:10][CH2:11][CH2:12][CH:13]=[O:14])[C:2]1[CH:7]=[CH:6][CH:5]=[CH:4][CH:3]=1, predict the reactants needed to synthesize it. The reactants are: [CH2:1]([O:8][C:9](=[O:15])[NH:10][CH2:11][CH2:12][CH2:13][OH:14])[C:2]1[CH:7]=[CH:6][CH:5]=[CH:4][CH:3]=1.CC1(C)N([O])C(C)(C)CCC1.C(OI(C1C=CC=CC=1)OC(=O)C)(=O)C. (7) Given the product [OH:1][CH:2]([C:6]1[CH:7]=[CH:8][C:9]([C:12]2[N:16]=[C:15]([C:17]3[O:21][N:20]=[C:19]([C:22]4[CH:23]=[CH:24][CH:25]=[CH:26][CH:27]=4)[C:18]=3[C:28]([F:29])([F:30])[F:31])[O:14][N:13]=2)=[CH:10][CH:11]=1)[C:3]([NH:32][CH2:33][CH2:34][OH:35])=[O:5], predict the reactants needed to synthesize it. The reactants are: [OH:1][CH:2]([C:6]1[CH:11]=[CH:10][C:9]([C:12]2[N:16]=[C:15]([C:17]3[O:21][N:20]=[C:19]([C:22]4[CH:27]=[CH:26][CH:25]=[CH:24][CH:23]=4)[C:18]=3[C:28]([F:31])([F:30])[F:29])[O:14][N:13]=2)=[CH:8][CH:7]=1)[C:3]([OH:5])=O.[NH2:32][CH2:33][CH2:34][OH:35].CN1CCOCC1.CN(C(ON1N=NC2C=CC=NC1=2)=[N+](C)C)C.F[P-](F)(F)(F)(F)F. (8) Given the product [F:1][C:2]1[CH:10]=[CH:9][CH:8]=[C:7]2[C:3]=1[CH:4]=[CH:5][N:6]2[Si:16]([CH:20]([CH3:22])[CH3:21])([CH:17]([CH3:19])[CH3:18])[CH:14]([CH3:15])[CH3:13], predict the reactants needed to synthesize it. The reactants are: [F:1][C:2]1[CH:10]=[CH:9][CH:8]=[C:7]2[C:3]=1[CH:4]=[CH:5][NH:6]2.[H-].[Na+].[CH3:13][CH:14]([Si:16](Cl)([CH:20]([CH3:22])[CH3:21])[CH:17]([CH3:19])[CH3:18])[CH3:15]. (9) Given the product [CH3:5][CH2:4][N:3]([C:6]([C:8]1([C:13]2[CH:14]=[CH:15][CH:16]=[CH:17][CH:18]=2)[CH:10]([CH2:11][NH2:12])[CH2:9]1)=[O:7])[CH2:2][CH3:1].[ClH:25].[ClH:25], predict the reactants needed to synthesize it. The reactants are: [CH3:1][CH2:2][N:3]([C:6]([C:8]1([C:13]2[CH:14]=[CH:15][CH:16]=[CH:17][CH:18]=2)[CH:10]([CH2:11][NH2:12])[CH2:9]1)=[O:7])[CH2:4][CH3:5].C(OCC)(=O)C.[ClH:25].